This data is from Peptide-MHC class II binding affinity with 134,281 pairs from IEDB. The task is: Regression. Given a peptide amino acid sequence and an MHC pseudo amino acid sequence, predict their binding affinity value. This is MHC class II binding data. (1) The peptide sequence is DRPFQLFEFYAREPDV. The MHC is HLA-DPA10201-DPB10501 with pseudo-sequence HLA-DPA10201-DPB10501. The binding affinity (normalized) is 0.692. (2) The peptide sequence is ASMVNGVIKILTYPW. The MHC is HLA-DQA10303-DQB10402 with pseudo-sequence HLA-DQA10303-DQB10402. The binding affinity (normalized) is 0. (3) The MHC is DRB1_0701 with pseudo-sequence DRB1_0701. The binding affinity (normalized) is 0.385. The peptide sequence is EHLSSLRNLCELLGV. (4) The peptide sequence is AAEILRPAKRFPPALPIWAR. The MHC is DRB1_0405 with pseudo-sequence DRB1_0405. The binding affinity (normalized) is 0.196. (5) The peptide sequence is MFKVAATAANAAPAN. The MHC is HLA-DPA10201-DPB11401 with pseudo-sequence HLA-DPA10201-DPB11401. The binding affinity (normalized) is 0.646. (6) The peptide sequence is FRAAMATTANVPPAD. The MHC is DRB1_1101 with pseudo-sequence DRB1_1101. The binding affinity (normalized) is 0.0920.